This data is from Forward reaction prediction with 1.9M reactions from USPTO patents (1976-2016). The task is: Predict the product of the given reaction. (1) The product is: [C:1]([O:5][C@@H:6]([C:12]1[C:27]([CH3:28])=[CH:26][C:15]2[N:16]=[C:17]([C:19]3[CH:24]=[CH:23][N:22]=[C:21]([C:44]4[CH:53]=[N:52][C:51]5[NH:50][C:49](=[O:54])[CH2:48][O:47][C:46]=5[CH:45]=4)[CH:20]=3)[S:18][C:14]=2[C:13]=1[C:29]1[CH:34]=[CH:33][C:32]([Cl:35])=[CH:31][CH:30]=1)[C:7]([O:9][CH2:10][CH3:11])=[O:8])([CH3:2])([CH3:3])[CH3:4]. Given the reactants [C:1]([O:5][C@@H:6]([C:12]1[C:27]([CH3:28])=[CH:26][C:15]2[N:16]=[C:17]([C:19]3[CH:24]=[CH:23][N:22]=[C:21](Cl)[CH:20]=3)[S:18][C:14]=2[C:13]=1[C:29]1[CH:34]=[CH:33][C:32]([Cl:35])=[CH:31][CH:30]=1)[C:7]([O:9][CH2:10][CH3:11])=[O:8])([CH3:4])([CH3:3])[CH3:2].CC1(C)C(C)(C)OB([C:44]2[CH:53]=[N:52][C:51]3[NH:50][C:49](=[O:54])[CH2:48][O:47][C:46]=3[CH:45]=2)O1.C([O-])([O-])=O.[K+].[K+], predict the reaction product. (2) Given the reactants [Si]([O:8][C:9]1[CH:10]=[CH:11][CH:12]=[C:13]2[C:18]=1[N:17]=[C:16](/[CH:19]=[CH:20]/OC)[CH:15]=[CH:14]2)(C(C)(C)C)(C)C.BrN1C(=O)CCC1=O.[CH3:31][O:32][CH2:33][CH2:34][O:35][C:36]1[CH:41]=[CH:40][N:39]=[C:38]([NH2:42])[CH:37]=1.[F-].C([N+](CCCC)(CCCC)CCCC)CCC, predict the reaction product. The product is: [CH3:31][O:32][CH2:33][CH2:34][O:35][C:36]1[CH:41]=[CH:40][N:39]2[C:19]([C:16]3[CH:15]=[CH:14][C:13]4[C:18](=[C:9]([OH:8])[CH:10]=[CH:11][CH:12]=4)[N:17]=3)=[CH:20][N:42]=[C:38]2[CH:37]=1.